From a dataset of Full USPTO retrosynthesis dataset with 1.9M reactions from patents (1976-2016). Predict the reactants needed to synthesize the given product. (1) Given the product [CH3:1][O:2][C:3]([C:5]1[N:6]=[C:7]([C:27]#[N:28])[C:8]2[C:13]([C:14]=1[OH:15])=[CH:12][CH:11]=[C:10]([O:16][C:17]1[CH:22]=[CH:21][CH:20]=[CH:19][C:18]=1[CH2:23][CH3:24])[CH:9]=2)=[O:4], predict the reactants needed to synthesize it. The reactants are: [CH3:1][O:2][C:3]([C:5]1[N:6]=[C:7](I)[C:8]2[C:13]([C:14]=1[OH:15])=[CH:12][CH:11]=[C:10]([O:16][C:17]1[CH:22]=[CH:21][CH:20]=[CH:19][C:18]=1[CH2:23][CH3:24])[CH:9]=2)=[O:4].[Cu](C#N)[C:27]#[N:28].ClCCl. (2) Given the product [CH:28]1([C:26]([C@H:22]2[C@H:21]([CH3:31])[CH2:20][C@H:19]3[C@H:18]4[C:9]([C@@H:8]([C:5]5[CH:6]=[CH:7][C:2]([C:37]6[CH:38]=[N:39][CH:40]=[C:35]([O:34][CH3:33])[CH:36]=6)=[CH:3][CH:4]=5)[CH2:25][C@:23]23[CH3:24])=[C:10]2[C:15](=[CH:14][C:13](=[O:32])[CH2:12][CH2:11]2)[CH2:16][CH2:17]4)=[O:27])[CH2:30][CH2:29]1, predict the reactants needed to synthesize it. The reactants are: Br[C:2]1[CH:7]=[CH:6][C:5]([C@H:8]2[CH2:25][C@@:23]3([CH3:24])[C@@H:19]([CH2:20][C@@H:21]([CH3:31])[C@@H:22]3[C:26]([CH:28]3[CH2:30][CH2:29]3)=[O:27])[C@H:18]3[C:9]2=[C:10]2[C:15]([CH2:16][CH2:17]3)=[CH:14][C:13](=[O:32])[CH2:12][CH2:11]2)=[CH:4][CH:3]=1.[CH3:33][O:34][C:35]1[CH:36]=[C:37](B(O)O)[CH:38]=[N:39][CH:40]=1.